The task is: Predict the reaction yield, written as a fraction of the theoretical maximum amount of product (1.0 means a 100% yield; for example, 0.34 means a 34% yield).. This data is from Reaction yield outcomes from USPTO patents with 853,638 reactions. The reactants are C(OC(=O)[NH:7][C:8]([CH3:38])([CH3:37])[C:9]([N:11]1[CH2:14][CH:13]([C:15]2[CH:36]=[CH:35][C:18]3[C:19]4[N:20]=[C:21]([C:27]5[N:28]([CH:32]([CH3:34])[CH3:33])[N:29]=[CH:30][N:31]=5)[S:22][C:23]=4[CH2:24][CH2:25][O:26][C:17]=3[CH:16]=2)[CH2:12]1)=[O:10])(C)(C)C.C(O)(C(F)(F)F)=O. The catalyst is C(Cl)Cl. The product is [NH2:7][C:8]([CH3:38])([CH3:37])[C:9]([N:11]1[CH2:12][CH:13]([C:15]2[CH:36]=[CH:35][C:18]3[C:19]4[N:20]=[C:21]([C:27]5[N:28]([CH:32]([CH3:34])[CH3:33])[N:29]=[CH:30][N:31]=5)[S:22][C:23]=4[CH2:24][CH2:25][O:26][C:17]=3[CH:16]=2)[CH2:14]1)=[O:10]. The yield is 0.710.